This data is from Reaction yield outcomes from USPTO patents with 853,638 reactions. The task is: Predict the reaction yield, written as a fraction of the theoretical maximum amount of product (1.0 means a 100% yield; for example, 0.34 means a 34% yield). (1) The reactants are [Cl:1][C:2]1[CH:11]=[C:10](N)[C:9]2[C:4](=[CH:5][CH:6]=[C:7]([O:13][CH3:14])[CH:8]=2)[N:3]=1.N([O-])=O.[Na+].C1C=CN=CC=1.[FH:25]. No catalyst specified. The product is [Cl:1][C:2]1[CH:11]=[C:10]([F:25])[C:9]2[C:4](=[CH:5][CH:6]=[C:7]([O:13][CH3:14])[CH:8]=2)[N:3]=1. The yield is 0.400. (2) The reactants are C(O[C:6](=[O:79])[CH2:7][CH2:8][C@@H:9]([NH:49][C:50](=[O:78])[CH2:51][C@H:52]([OH:77])/[CH:53]=[CH:54]/[CH2:55][CH2:56][S:57][C:58]([C:71]1[CH:76]=[CH:75][CH:74]=[CH:73][CH:72]=1)([C:65]1[CH:70]=[CH:69][CH:68]=[CH:67][CH:66]=1)[C:59]1[CH:64]=[CH:63][CH:62]=[CH:61][CH:60]=1)[C:10](=[O:48])[NH:11][C@@H:12]([C:34](=[O:47])[NH:35][C:36]1([C:39](=[O:46])[NH:40][CH2:41][C:42](OC)=[O:43])[CH2:38][CH2:37]1)[CH2:13][S:14][C:15]([C:28]1[CH:33]=[CH:32][CH:31]=[CH:30][CH:29]=1)([C:22]1[CH:27]=[CH:26][CH:25]=[CH:24][CH:23]=1)[C:16]1[CH:21]=[CH:20][CH:19]=[CH:18][CH:17]=1)(C)(C)C.[Li+].[OH-:81].[CH3:82][C:83]1[CH:88]=CC=C([N+]([O-])=O)[C:84]=1C(O[C:82]([C:83]1[C:88]([N+]([O-])=O)=CC=C[C:84]=1C)=O)=O. The catalyst is C1COCC1.O.CN(C1C=CN=CC=1)C.C(Cl)Cl. The product is [C:83]([O:81][C:6](=[O:79])[CH2:7][CH2:8][C@H:9]1[NH:49][C:50](=[O:78])[CH2:51][C@@H:52](/[CH:53]=[CH:54]/[CH2:55][CH2:56][S:57][C:58]([C:71]2[CH:76]=[CH:75][CH:74]=[CH:73][CH:72]=2)([C:59]2[CH:60]=[CH:61][CH:62]=[CH:63][CH:64]=2)[C:65]2[CH:70]=[CH:69][CH:68]=[CH:67][CH:66]=2)[O:77][C:42](=[O:43])[CH2:41][NH:40][C:39](=[O:46])[C:36]2([CH2:37][CH2:38]2)[NH:35][C:34](=[O:47])[C@@H:12]([CH2:13][S:14][C:15]([C:16]2[CH:17]=[CH:18][CH:19]=[CH:20][CH:21]=2)([C:22]2[CH:23]=[CH:24][CH:25]=[CH:26][CH:27]=2)[C:28]2[CH:33]=[CH:32][CH:31]=[CH:30][CH:29]=2)[NH:11][C:10]1=[O:48])([CH3:88])([CH3:84])[CH3:82]. The yield is 0.290. (3) The reactants are [CH3:1][C:2]1([CH3:16])[O:6][C:5]([C:7]2[CH:14]=[CH:13][C:10]([C:11]#[N:12])=[CH:9][CH:8]=2)=[CH:4][C:3]1=[O:15].C1C(=O)N([Br:24])C(=O)C1. The catalyst is C(Cl)(Cl)Cl.C(Cl)Cl. The product is [Br:24][C:4]1[C:3](=[O:15])[C:2]([CH3:16])([CH3:1])[O:6][C:5]=1[C:7]1[CH:14]=[CH:13][C:10]([C:11]#[N:12])=[CH:9][CH:8]=1. The yield is 0.310. (4) The reactants are Cl[C:2]1[C:7]([CH:8]([CH2:13][CH2:14][CH3:15])[C:9]([O:11][CH3:12])=[O:10])=[C:6]([CH3:16])[N:5]=[C:4]([C:17]2[CH:22]=[CH:21][CH:20]=[CH:19][CH:18]=2)[N:3]=1.C(N(CC)C(C)C)(C)C.CC1(C)C(C)(C)OB([C:40]2[CH:48]=[C:47]3[C:43]([CH2:44][C:45](=[O:49])[NH:46]3)=[CH:42][CH:41]=2)O1. The catalyst is COCCOC.O.[Pd].C1(P(C2C=CC=CC=2)C2C=CC=CC=2)C=CC=CC=1.C1(P(C2C=CC=CC=2)C2C=CC=CC=2)C=CC=CC=1.C1(P(C2C=CC=CC=2)C2C=CC=CC=2)C=CC=CC=1.C1(P(C2C=CC=CC=2)C2C=CC=CC=2)C=CC=CC=1. The product is [CH3:16][C:6]1[C:7]([CH:8]([CH2:13][CH2:14][CH3:15])[C:9]([O:11][CH3:12])=[O:10])=[C:2]([C:40]2[CH:48]=[C:47]3[C:43]([CH2:44][C:45](=[O:49])[NH:46]3)=[CH:42][CH:41]=2)[N:3]=[C:4]([C:17]2[CH:22]=[CH:21][CH:20]=[CH:19][CH:18]=2)[N:5]=1. The yield is 0.560. (5) The reactants are [ClH:1].[F:2][C:3]1[CH:4]=[C:5]([C:10]2[C:18]3[C:13](=[CH:14][C:15]([O:19][CH2:20][CH2:21][N:22]4[CH2:27][CH2:26][N:25]([S:28]([CH3:31])(=[O:30])=[O:29])[CH2:24][CH2:23]4)=[CH:16][CH:17]=3)[C:12](=[O:32])[C:11]=2[C:33]2[CH:34]=[N:35][C:36]3[C:41]([CH:42]=2)=CC=CC=3)[CH:6]=[C:7]([F:9])[CH:8]=1.[O:43]1CCN(CCOC2C=C3C(C(C4C=CC=CC=4)=C(Br)C3=O)=CC=2)C[CH2:44]1.COC1N=CC(B(O)O)=CC=1. No catalyst specified. The product is [ClH:1].[F:2][C:3]1[CH:4]=[C:5]([C:10]2[C:18]3[C:13](=[CH:14][C:15]([O:19][CH2:20][CH2:21][N:22]4[CH2:27][CH2:26][N:25]([S:28]([CH3:31])(=[O:29])=[O:30])[CH2:24][CH2:23]4)=[CH:16][CH:17]=3)[C:12](=[O:32])[C:11]=2[C:33]2[CH:34]=[N:35][C:36]([O:43][CH3:44])=[CH:41][CH:42]=2)[CH:6]=[C:7]([F:9])[CH:8]=1. The yield is 0.680. (6) The reactants are [C:1](Cl)(=[O:4])[CH:2]=[CH2:3].[CH3:6][O:7][C:8]1[CH:13]=[C:12]([N:14]2[CH2:17][C:16]3([N:21]([CH3:22])[CH2:20][CH2:19][CH2:18]3)[CH2:15]2)[C:11]([NH2:23])=[CH:10][C:9]=1[NH:24][C:25]1[N:30]=[C:29]([C:31]2[CH:32]=[N:33][N:34]3[CH:39]=[CH:38][CH:37]=[CH:36][C:35]=23)[CH:28]=[CH:27][N:26]=1. The catalyst is C(Cl)Cl.CO. The product is [CH3:6][O:7][C:8]1[C:9]([NH:24][C:25]2[N:30]=[C:29]([C:31]3[CH:32]=[N:33][N:34]4[CH:39]=[CH:38][CH:37]=[CH:36][C:35]=34)[CH:28]=[CH:27][N:26]=2)=[CH:10][C:11]([NH:23][C:1](=[O:4])[CH:2]=[CH2:3])=[C:12]([N:14]2[CH2:15][C:16]3([N:21]([CH3:22])[CH2:20][CH2:19][CH2:18]3)[CH2:17]2)[CH:13]=1. The yield is 0.520.